This data is from Full USPTO retrosynthesis dataset with 1.9M reactions from patents (1976-2016). The task is: Predict the reactants needed to synthesize the given product. (1) Given the product [Br:1][C:2]1[CH:7]=[C:6]([F:8])[CH:5]=[CH:4][C:3]=1[S:9]([N:12]([C:13]1[C:22]([C:23]([O:25][CH3:26])=[O:24])=[C:21]2[C:16]([CH:17]3[CH2:27][CH:18]3[CH2:19][O:20]2)=[CH:15][CH:14]=1)[C:31]([O:33][CH3:34])=[O:32])(=[O:10])=[O:11], predict the reactants needed to synthesize it. The reactants are: [Br:1][C:2]1[CH:7]=[C:6]([F:8])[CH:5]=[CH:4][C:3]=1[S:9]([NH:12][C:13]1[C:22]([C:23]([O:25][CH3:26])=[O:24])=[C:21]2[C:16]([CH:17]3[CH2:27][CH:18]3[CH2:19][O:20]2)=[CH:15][CH:14]=1)(=[O:11])=[O:10].[H-].[Na+].Cl[C:31]([O:33][CH3:34])=[O:32].C(=O)(O)[O-].[Na+]. (2) Given the product [C:1]([C:3]1[CH:4]=[C:5]([C:13]2[S:17][C:16]([N:18]3[CH:33]=[C:21]4[CH2:22][N:23]([CH2:26][CH2:27][C:28]([OH:30])=[O:29])[CH2:24][CH2:25][C:20]4=[N:19]3)=[N:15][N:14]=2)[CH:6]=[CH:7][C:8]=1[O:9][CH:10]([CH3:11])[CH3:12])#[N:2], predict the reactants needed to synthesize it. The reactants are: [C:1]([C:3]1[CH:4]=[C:5]([C:13]2[S:17][C:16]([N:18]3[CH:33]=[C:21]4[CH2:22][N:23]([CH2:26][CH2:27][C:28]([O:30]CC)=[O:29])[CH2:24][CH2:25][C:20]4=[N:19]3)=[N:15][N:14]=2)[CH:6]=[CH:7][C:8]=1[O:9][CH:10]([CH3:12])[CH3:11])#[N:2].[Li+].[OH-]. (3) Given the product [ClH:1].[N:16]12[CH2:21][CH2:20][CH:19]([CH2:18][CH2:17]1)[C@@H:14]([NH:13][C:11]([C:9]1[S:10][C:6]3[CH:5]=[C:4]([NH:3][C:40]([NH:39][C:35]4[CH:36]=[CH:37][CH:38]=[C:33]([C:31]#[N:32])[CH:34]=4)=[O:41])[CH:23]=[CH:22][C:7]=3[CH:8]=1)=[O:12])[CH2:15]2, predict the reactants needed to synthesize it. The reactants are: [ClH:1].Cl.[NH2:3][C:4]1[CH:23]=[CH:22][C:7]2[CH:8]=[C:9]([C:11]([NH:13][C@@H:14]3[CH:19]4[CH2:20][CH2:21][N:16]([CH2:17][CH2:18]4)[CH2:15]3)=[O:12])[S:10][C:6]=2[CH:5]=1.C(N(CC)CC)C.[C:31]([C:33]1[CH:34]=[C:35]([N:39]=[C:40]=[O:41])[CH:36]=[CH:37][CH:38]=1)#[N:32]. (4) Given the product [F:15][CH:16]([F:27])[O:17][C:18]1[CH:23]=[CH:22][C:21]([C:24]#[C:25][C:2]2[CH:7]=[CH:6][C:5]([F:8])=[C:4]([O:9][CH2:10][CH2:11][CH:12]([F:14])[F:13])[CH:3]=2)=[CH:20][C:19]=1[CH3:26], predict the reactants needed to synthesize it. The reactants are: Br[C:2]1[CH:7]=[CH:6][C:5]([F:8])=[C:4]([O:9][CH2:10][CH2:11][CH:12]([F:14])[F:13])[CH:3]=1.[F:15][CH:16]([F:27])[O:17][C:18]1[CH:23]=[CH:22][C:21]([C:24]#[CH:25])=[CH:20][C:19]=1[CH3:26]. (5) Given the product [C:25]([CH2:24][C:13]1([N:11]2[CH:12]=[C:8]([C:6]3[N:5]4[CH:27]=[CH:28][N:29]=[C:4]4[CH:3]=[C:2]([C:35]4[CH:36]=[CH:37][C:32]([O:31][CH3:30])=[CH:33][CH:34]=4)[N:7]=3)[CH:9]=[N:10]2)[CH2:16][N:15]([C:17]([O:19][C:20]([CH3:23])([CH3:22])[CH3:21])=[O:18])[CH2:14]1)#[N:26], predict the reactants needed to synthesize it. The reactants are: Cl[C:2]1[N:7]=[C:6]([C:8]2[CH:9]=[N:10][N:11]([C:13]3([CH2:24][C:25]#[N:26])[CH2:16][N:15]([C:17]([O:19][C:20]([CH3:23])([CH3:22])[CH3:21])=[O:18])[CH2:14]3)[CH:12]=2)[N:5]2[CH:27]=[CH:28][N:29]=[C:4]2[CH:3]=1.[CH3:30][O:31][C:32]1[CH:37]=[CH:36][C:35](B(O)O)=[CH:34][CH:33]=1.C1(P(C2CCCCC2)C2C=CC=CC=2C2C(C(C)C)=CC(C(C)C)=CC=2C(C)C)CCCCC1.[O-]P([O-])([O-])=O.[K+].[K+].[K+].